Dataset: Reaction yield outcomes from USPTO patents with 853,638 reactions. Task: Predict the reaction yield, written as a fraction of the theoretical maximum amount of product (1.0 means a 100% yield; for example, 0.34 means a 34% yield). The reactants are [CH:1]([Si:4]([CH:13]([CH3:15])[CH3:14])([CH:10]([CH3:12])[CH3:11])[N:5]1[CH:9]=[CH:8][CH:7]=[CH:6]1)([CH3:3])[CH3:2].[Cl:16]N1C(=O)CCC1=O. The catalyst is CC(C)=O. The product is [Cl:16][C:7]1[CH:8]=[CH:9][N:5]([Si:4]([CH:1]([CH3:3])[CH3:2])([CH:10]([CH3:12])[CH3:11])[CH:13]([CH3:15])[CH3:14])[CH:6]=1. The yield is 0.180.